From a dataset of Catalyst prediction with 721,799 reactions and 888 catalyst types from USPTO. Predict which catalyst facilitates the given reaction. (1) Reactant: Br[C:2]1[C:7]2[N:8]([C:15]3[CH:20]=[CH:19][C:18]([F:21])=[CH:17][CH:16]=3)[C:9](=[O:14])[C:10]([CH3:13])([CH3:12])[O:11][C:6]=2[CH:5]=[C:4]([N+:22]([O-:24])=[O:23])[CH:3]=1.[CH2:25]([Sn](CCCC)(CCCC)C=C)[CH2:26]CC. Product: [F:21][C:18]1[CH:19]=[CH:20][C:15]([N:8]2[C:7]3[C:2]([CH:25]=[CH2:26])=[CH:3][C:4]([N+:22]([O-:24])=[O:23])=[CH:5][C:6]=3[O:11][C:10]([CH3:13])([CH3:12])[C:9]2=[O:14])=[CH:16][CH:17]=1. The catalyst class is: 203. (2) Reactant: [Cl:1][C:2]1[CH:32]=[CH:31][C:5]([CH2:6][NH:7][C:8](=[O:30])[CH2:9][C@@H:10]2CC=C[CH2:18][CH2:17][C:16](=[O:22])[O:15][C@H:14]([C:23]3[CH:28]=[CH:27][CH:26]=[CH:25][CH:24]=3)[CH2:13][NH:12][C:11]2=[O:29])=[CH:4][CH:3]=1.C[N+]1([O-])CC[O:37]CC1.C[C:42]([OH:45])([CH3:44])[CH3:43]. Product: [Cl:1][C:2]1[CH:32]=[CH:31][C:5]([CH2:6][NH:7][C:8](=[O:30])[CH2:9][C@@H:10]2[CH2:44][C@@H:42]([OH:45])[C@H:43]([OH:37])[CH2:18][CH2:17][C:16](=[O:22])[O:15][C@H:14]([C:23]3[CH:28]=[CH:27][CH:26]=[CH:25][CH:24]=3)[CH2:13][NH:12][C:11]2=[O:29])=[CH:4][CH:3]=1. The catalyst class is: 20.